This data is from NCI-60 drug combinations with 297,098 pairs across 59 cell lines. The task is: Regression. Given two drug SMILES strings and cell line genomic features, predict the synergy score measuring deviation from expected non-interaction effect. (1) Drug 1: CC1C(C(CC(O1)OC2CC(CC3=C2C(=C4C(=C3O)C(=O)C5=C(C4=O)C(=CC=C5)OC)O)(C(=O)C)O)N)O.Cl. Drug 2: CC1=C(C(=CC=C1)Cl)NC(=O)C2=CN=C(S2)NC3=CC(=NC(=N3)C)N4CCN(CC4)CCO. Cell line: HCT-15. Synergy scores: CSS=22.2, Synergy_ZIP=-2.53, Synergy_Bliss=3.98, Synergy_Loewe=3.53, Synergy_HSA=6.81. (2) Drug 1: CC1=C(C=C(C=C1)NC(=O)C2=CC=C(C=C2)CN3CCN(CC3)C)NC4=NC=CC(=N4)C5=CN=CC=C5. Drug 2: C1CC(=O)NC(=O)C1N2C(=O)C3=CC=CC=C3C2=O. Cell line: SF-268. Synergy scores: CSS=-4.59, Synergy_ZIP=1.50, Synergy_Bliss=0.728, Synergy_Loewe=-2.25, Synergy_HSA=-2.13. (3) Drug 1: C1CCN(CC1)CCOC2=CC=C(C=C2)C(=O)C3=C(SC4=C3C=CC(=C4)O)C5=CC=C(C=C5)O. Drug 2: CC1=C(C=C(C=C1)C(=O)NC2=CC(=CC(=C2)C(F)(F)F)N3C=C(N=C3)C)NC4=NC=CC(=N4)C5=CN=CC=C5. Cell line: NCI-H460. Synergy scores: CSS=9.83, Synergy_ZIP=7.70, Synergy_Bliss=3.95, Synergy_Loewe=10.6, Synergy_HSA=-0.394. (4) Drug 1: CC12CCC3C(C1CCC2O)C(CC4=C3C=CC(=C4)O)CCCCCCCCCS(=O)CCCC(C(F)(F)F)(F)F. Drug 2: CN(CC1=CN=C2C(=N1)C(=NC(=N2)N)N)C3=CC=C(C=C3)C(=O)NC(CCC(=O)O)C(=O)O. Cell line: NCI-H522. Synergy scores: CSS=10.5, Synergy_ZIP=0.630, Synergy_Bliss=-0.173, Synergy_Loewe=-30.6, Synergy_HSA=-1.02. (5) Drug 1: CC1=C2C(C(=O)C3(C(CC4C(C3C(C(C2(C)C)(CC1OC(=O)C(C(C5=CC=CC=C5)NC(=O)OC(C)(C)C)O)O)OC(=O)C6=CC=CC=C6)(CO4)OC(=O)C)OC)C)OC. Drug 2: CN(C(=O)NC(C=O)C(C(C(CO)O)O)O)N=O. Cell line: SNB-75. Synergy scores: CSS=16.6, Synergy_ZIP=-6.45, Synergy_Bliss=-7.25, Synergy_Loewe=-43.7, Synergy_HSA=-6.71. (6) Drug 1: C1=CC(=CC=C1CCC2=CNC3=C2C(=O)NC(=N3)N)C(=O)NC(CCC(=O)O)C(=O)O. Drug 2: C1=NC2=C(N1)C(=S)N=C(N2)N. Cell line: T-47D. Synergy scores: CSS=30.0, Synergy_ZIP=-9.15, Synergy_Bliss=-2.15, Synergy_Loewe=-1.74, Synergy_HSA=-0.869. (7) Drug 1: COC1=NC(=NC2=C1N=CN2C3C(C(C(O3)CO)O)O)N. Cell line: HOP-92. Synergy scores: CSS=-7.19, Synergy_ZIP=0.894, Synergy_Bliss=-3.47, Synergy_Loewe=-4.45, Synergy_HSA=-6.64. Drug 2: CCN(CC)CCNC(=O)C1=C(NC(=C1C)C=C2C3=C(C=CC(=C3)F)NC2=O)C.